From a dataset of Full USPTO retrosynthesis dataset with 1.9M reactions from patents (1976-2016). Predict the reactants needed to synthesize the given product. (1) Given the product [CH2:1]([C:5]1[N:6]=[C:7]([CH3:27])[N:8]([CH2:35][C:36]2[CH:41]=[CH:40][CH:39]=[CH:38][C:37]=2[F:42])[C:9](=[O:26])[C:10]=1[CH2:11][C:12]1[CH:17]=[CH:16][C:15]([C:18]2[C:19]([C:24]#[N:25])=[CH:20][CH:21]=[CH:22][CH:23]=2)=[CH:14][CH:13]=1)[CH2:2][CH2:3][CH3:4], predict the reactants needed to synthesize it. The reactants are: [CH2:1]([C:5]1[N:6]=[C:7]([CH3:27])[NH:8][C:9](=[O:26])[C:10]=1[CH2:11][C:12]1[CH:17]=[CH:16][C:15]([C:18]2[C:19]([C:24]#[N:25])=[CH:20][CH:21]=[CH:22][CH:23]=2)=[CH:14][CH:13]=1)[CH2:2][CH2:3][CH3:4].C(=O)([O-])[O-].[K+].[K+].Br[CH2:35][C:36]1[CH:41]=[CH:40][CH:39]=[CH:38][C:37]=1[F:42].CN(C)C=O. (2) Given the product [C:1]([O:5][C:6](=[O:12])[NH:7][CH2:8][C:9](/[N:11]=[CH:13]/[N:14]([CH3:16])[CH3:15])=[O:10])([CH3:4])([CH3:2])[CH3:3], predict the reactants needed to synthesize it. The reactants are: [C:1]([O:5][C:6](=[O:12])[NH:7][CH2:8][C:9]([NH2:11])=[O:10])([CH3:4])([CH3:3])[CH3:2].[CH3:13][N:14]([CH:16]=O)[CH3:15].CC(N(C)C)=O. (3) Given the product [NH:67]1[CH:68]=[CH:69][N:70]=[C:66]1[C:62]([CH3:63])([CH3:61])[C:64]#[C:65][C:9]1[N:14]=[C:13]([C@@H:15]([NH:25][C:26](=[O:42])[CH2:27][N:28]2[C:32]3[C:33]([F:38])([F:37])[C@@H:34]4[CH2:36][C@@H:35]4[C:31]=3[C:30]([CH:39]([F:40])[F:41])=[N:29]2)[CH2:16][C:17]2[CH:22]=[C:21]([F:23])[CH:20]=[C:19]([F:24])[CH:18]=2)[C:12]([C:43]2[CH:44]=[CH:45][C:46]([Cl:58])=[C:47]3[C:51]=2[N:50]([CH3:52])[N:49]=[C:48]3[NH:53][S:54]([CH3:57])(=[O:55])=[O:56])=[CH:11][CH:10]=1, predict the reactants needed to synthesize it. The reactants are: N1(C(C)(C)C#C[C:9]2[N:14]=[C:13]([C@@H:15]([NH:25][C:26](=[O:42])[CH2:27][N:28]3[C:32]4[C:33]([F:38])([F:37])[C@@H:34]5[CH2:36][C@@H:35]5[C:31]=4[C:30]([CH:39]([F:41])[F:40])=[N:29]3)[CH2:16][C:17]3[CH:22]=[C:21]([F:23])[CH:20]=[C:19]([F:24])[CH:18]=3)[C:12]([C:43]3[CH:44]=[CH:45][C:46]([Cl:58])=[C:47]4[C:51]=3[N:50]([CH3:52])[N:49]=[C:48]4[NH:53][S:54]([CH3:57])(=[O:56])=[O:55])=[CH:11][CH:10]=2)C=CN=C1.[CH3:61][C:62]([C:66]1[NH:67][CH:68]=[CH:69][N:70]=1)([C:64]#[CH:65])[CH3:63]. (4) Given the product [F:9][C:7]1[CH:6]=[C:5]([C@H:10]2[N:15]([CH2:16][C:17]([O:19][CH3:20])=[O:18])[C:14](=[O:21])[C:13]3([CH2:22][O:23][CH2:24][CH2:25][O:26][CH2:27]3)[N:12]([CH3:28])[CH2:11]2)[CH:4]=[C:3]([F:2])[CH:8]=1, predict the reactants needed to synthesize it. The reactants are: Cl.[F:2][C:3]1[CH:4]=[C:5]([C@H:10]2[N:15]([CH2:16][C:17]([O:19][CH3:20])=[O:18])[C:14](=[O:21])[C:13]3([CH2:27][O:26][CH2:25][CH2:24][O:23][CH2:22]3)[NH:12][CH2:11]2)[CH:6]=[C:7]([F:9])[CH:8]=1.[C:28](=O)([O-])[O-].[K+].[K+].CI. (5) The reactants are: ClC1C(N2CC(COC3C(C4CC4)=CC(C(OC)=O)=C(F)C=3)(C)C2)=NC=C(C(F)(F)F)C=1.[CH:33]1([C:36]2[C:37]([O:47][C@@H:48]3[CH2:53][CH2:52][CH2:51][N:50]([C:54]([C:57]4[CH:62]=[C:61]([Cl:63])[CH:60]=[C:59]([Cl:64])[CH:58]=4)([CH3:56])[CH3:55])[CH2:49]3)=[CH:38][C:39]([F:46])=[C:40]([CH:45]=2)[C:41]([O:43]C)=[O:42])[CH2:35][CH2:34]1. Given the product [CH:33]1([C:36]2[C:37]([O:47][C@@H:48]3[CH2:53][CH2:52][CH2:51][N:50]([C:54]([C:57]4[CH:62]=[C:61]([Cl:63])[CH:60]=[C:59]([Cl:64])[CH:58]=4)([CH3:56])[CH3:55])[CH2:49]3)=[CH:38][C:39]([F:46])=[C:40]([CH:45]=2)[C:41]([OH:43])=[O:42])[CH2:35][CH2:34]1, predict the reactants needed to synthesize it. (6) Given the product [Cl:2][C:3]1[CH:8]=[CH:7][C:6]2[N:9]([CH2:12][CH2:13][CH:14]3[CH2:19][CH2:18][CH2:17][CH2:16][CH2:15]3)[C:32]3[CH2:33][CH2:34][N:29]([CH3:28])[CH2:30][C:31]=3[C:5]=2[CH:4]=1, predict the reactants needed to synthesize it. The reactants are: Cl.[Cl:2][C:3]1[CH:8]=[CH:7][C:6]([NH:9]N)=[CH:5][CH:4]=1.Br[CH2:12][CH2:13][CH:14]1[CH2:19][CH2:18][CH2:17][CH2:16][CH2:15]1.C(N(CC)CC)C.Cl.[CH3:28][N:29]1[CH2:34][CH2:33][C:32](=O)[CH2:31][CH2:30]1. (7) Given the product [CH3:14][C:6]([CH3:15])([CH2:7][C:8]1[CH:9]=[CH:10][CH:11]=[CH:12][CH:13]=1)[CH2:5][CH:2]1[CH2:3][O:4][C:23]([NH2:24])=[N:1]1, predict the reactants needed to synthesize it. The reactants are: [NH2:1][CH:2]([CH2:5][C:6]([CH3:15])([CH3:14])[CH2:7][C:8]1[CH:13]=[CH:12][CH:11]=[CH:10][CH:9]=1)[CH2:3][OH:4].C([O-])([O-])=O.[K+].[K+].Br[C:23]#[N:24]. (8) Given the product [C:11]1([NH:17][C:18]2[CH:23]=[CH:22][C:21]([O:24][C:2]3[C:3]4[N:10]([CH:26]5[CH2:27][N:28]([C:30](=[O:32])[CH:37]=[CH2:38])[CH2:29]5)[CH:9]=[CH:8][C:4]=4[N:5]=[CH:6][N:7]=3)=[CH:20][CH:19]=2)[CH:12]=[CH:13][CH:14]=[CH:15][CH:16]=1, predict the reactants needed to synthesize it. The reactants are: Cl[C:2]1[C:3]2[NH:10][CH:9]=[CH:8][C:4]=2[N:5]=[CH:6][N:7]=1.[C:11]1([NH:17][C:18]2[CH:23]=[CH:22][C:21]([OH:24])=[CH:20][CH:19]=2)[CH:16]=[CH:15][CH:14]=[CH:13][CH:12]=1.O[CH:26]1[CH2:29][N:28]([C:30]([O:32]C(C)(C)C)=O)[CH2:27]1.[C:37](Cl)(=O)[CH:38]=C. (9) Given the product [NH:1]1[CH:5]=[C:4]([CH2:6][CH2:7][O:8][C:9]2[C:18]3[C:17](=[O:19])[N:16]([CH3:20])[CH:15]=[N:14][C:13]=3[CH:12]=[C:11]([C:31]3[CH:30]=[CH:29][C:28]([N:25]4[CH2:24][CH2:23][O:22][CH2:27][CH2:26]4)=[CH:33][CH:32]=3)[N:10]=2)[CH:3]=[N:2]1, predict the reactants needed to synthesize it. The reactants are: [NH:1]1[CH:5]=[C:4]([CH2:6][CH2:7][O:8][C:9]2[C:18]3[C:17](=[O:19])[N:16]([CH3:20])[CH:15]=[N:14][C:13]=3[CH:12]=[C:11](Cl)[N:10]=2)[CH:3]=[N:2]1.[O:22]1[CH2:27][CH2:26][N:25]([C:28]2[CH:33]=[CH:32][C:31](B3OC(C)(C)C(C)(C)O3)=[CH:30][CH:29]=2)[CH2:24][CH2:23]1.C([O-])([O-])=O.[Na+].[Na+].